Dataset: Peptide-MHC class II binding affinity with 134,281 pairs from IEDB. Task: Regression. Given a peptide amino acid sequence and an MHC pseudo amino acid sequence, predict their binding affinity value. This is MHC class II binding data. (1) The peptide sequence is QVESTAGSLQGQWRG. The MHC is HLA-DQA10301-DQB10302 with pseudo-sequence HLA-DQA10301-DQB10302. The binding affinity (normalized) is 0.127. (2) The peptide sequence is EAVSLLCSDKQPCNG. The MHC is HLA-DPA10201-DPB11401 with pseudo-sequence HLA-DPA10201-DPB11401. The binding affinity (normalized) is 0.0250. (3) The peptide sequence is PTPKIIEECEHLEDG. The MHC is DRB1_1101 with pseudo-sequence DRB1_1101. The binding affinity (normalized) is 0. (4) The peptide sequence is EKKYFARTQFEPLAA. The MHC is HLA-DQA10501-DQB10301 with pseudo-sequence HLA-DQA10501-DQB10301. The binding affinity (normalized) is 0.186.